This data is from Reaction yield outcomes from USPTO patents with 853,638 reactions. The task is: Predict the reaction yield, written as a fraction of the theoretical maximum amount of product (1.0 means a 100% yield; for example, 0.34 means a 34% yield). (1) The product is [Cl:13][C:9]1[CH:8]=[C:7]2[C:12](=[CH:11][CH:10]=1)[C:3](=[O:2])[NH:4][CH2:5][CH2:6]2. The yield is 0.390. The reactants are C[O:2][C:3](=O)[NH:4][CH2:5][CH2:6][C:7]1[CH:12]=[CH:11][CH:10]=[C:9]([Cl:13])[CH:8]=1.N. No catalyst specified. (2) The reactants are [NH2:1][C:2]1[CH:3]=[C:4]([CH:7]=[CH:8][C:9]=1[F:10])[C:5]#[N:6].C1C(=O)N([Br:18])C(=O)C1. The catalyst is C(#N)C. The product is [NH2:1][C:2]1[C:9]([F:10])=[CH:8][C:7]([Br:18])=[C:4]([CH:3]=1)[C:5]#[N:6]. The yield is 0.620.